From a dataset of Catalyst prediction with 721,799 reactions and 888 catalyst types from USPTO. Predict which catalyst facilitates the given reaction. (1) Reactant: C([C@@H]1COC(=O)N1[C:14](=[O:37])[C@H:15]([OH:36])[C@H:16]([C:23]1[CH:24]=[C:25]([CH:33]=[CH:34][CH:35]=1)[C:26]([O:28][C:29]([CH3:32])([CH3:31])[CH3:30])=[O:27])[C:17]1[CH:22]=[CH:21][CH:20]=[CH:19][N:18]=1)C1C=CC=CC=1.[OH:38]O.[Li+].[OH-]. Product: [C:29]([O:28][C:26]([C:25]1[CH:24]=[C:23]([C@H:16]([C:17]2[CH:22]=[CH:21][CH:20]=[CH:19][N:18]=2)[C@@H:15]([OH:36])[C:14]([OH:38])=[O:37])[CH:35]=[CH:34][CH:33]=1)=[O:27])([CH3:32])([CH3:30])[CH3:31]. The catalyst class is: 20. (2) Reactant: [Cl:1][C:2]1[CH:3]=[C:4]2[C:9](=[CH:10][CH:11]=1)[CH:8]=[C:7]([S:12](Cl)(=[O:14])=[O:13])[CH:6]=[CH:5]2.O.O.O.O.O.O.O.S([O-])([O-])=O.[Na+:27].[Na+].C(=O)(O)[O-].[Na+]. Product: [Cl:1][C:2]1[CH:3]=[C:4]2[C:9](=[CH:10][CH:11]=1)[CH:8]=[C:7]([S:12]([O-:14])=[O:13])[CH:6]=[CH:5]2.[Na+:27]. The catalyst class is: 6. (3) Reactant: [Cl:1][C:2]1[C:7](/[C:8](=[N:15]\[O:16][CH3:17])/[C:9]2[CH:14]=[CH:13][CH:12]=[CH:11][CH:10]=2)=[CH:6][N:5]=[C:4]2[N:18]([CH2:21][CH2:22][O:23][C:24]3[CH:29]=[CH:28][C:27]([CH2:30][CH:31]([O:36][CH2:37][C:38]([F:41])([F:40])[F:39])[C:32]([O:34]C)=[O:33])=[CH:26][CH:25]=3)[CH:19]=[CH:20][C:3]=12.O.[OH-].[Li+]. Product: [Cl:1][C:2]1[C:7](/[C:8](=[N:15]\[O:16][CH3:17])/[C:9]2[CH:14]=[CH:13][CH:12]=[CH:11][CH:10]=2)=[CH:6][N:5]=[C:4]2[N:18]([CH2:21][CH2:22][O:23][C:24]3[CH:29]=[CH:28][C:27]([CH2:30][CH:31]([O:36][CH2:37][C:38]([F:39])([F:40])[F:41])[C:32]([OH:34])=[O:33])=[CH:26][CH:25]=3)[CH:19]=[CH:20][C:3]=12. The catalyst class is: 30. (4) Reactant: [Cl:1][C:2]1[N:3](CC2C=CC(OC)=CC=2)[CH:4]=[C:5]2[C:10]=1[C:9](=[O:11])[N:8]([CH3:12])[C:7](=[O:13])[N:6]2[CH2:14][CH:15]([CH3:17])[CH3:16].C(O)(C(F)(F)F)=O.C(S(O)(=O)=O)(F)(F)F. Product: [Cl:1][C:2]1[NH:3][CH:4]=[C:5]2[C:10]=1[C:9](=[O:11])[N:8]([CH3:12])[C:7](=[O:13])[N:6]2[CH2:14][CH:15]([CH3:17])[CH3:16]. The catalyst class is: 2.